Dataset: Orexin1 receptor HTS with 218,158 compounds and 233 confirmed actives. Task: Binary Classification. Given a drug SMILES string, predict its activity (active/inactive) in a high-throughput screening assay against a specified biological target. (1) The molecule is Fc1ccc(CC(C(OCC(NC(=O)C(CC(=O)NC(Cc2ccccc2)CO)CC=C)C(C)(C)C)=O)CC=C)cc1. The result is 0 (inactive). (2) The compound is Clc1c(NC(=O)COC(=O)c2cc3OCCOc3cc2)cc(S(=O)(=O)N2CCOCC2)cc1. The result is 0 (inactive). (3) The result is 0 (inactive). The drug is Fc1ccc(/C=C2/C3N(C(CC3)\C(C2=O)=C/c2ccc(F)cc2)C)cc1. (4) The compound is O=C(N1CCN(CC1)CCc1ccccc1)c1c(noc1C)c1ccccc1. The result is 0 (inactive). (5) The drug is Clc1ccc(SCCNC(=O)c2ccc(NS(=O)(=O)C)cc2)cc1. The result is 0 (inactive). (6) The drug is O(C(=O)C=1C(N=C(N(C1C)Cc1ccccc1)NCCc1cccnc1)c1ccccc1)C. The result is 0 (inactive).